This data is from Full USPTO retrosynthesis dataset with 1.9M reactions from patents (1976-2016). The task is: Predict the reactants needed to synthesize the given product. (1) Given the product [CH:14]1([C:12]([C:6]2[CH:7]=[N:8][C:9]3[C:4]([C:5]=2[NH:17][C:18]2[CH:32]=[CH:31][C:21]([CH2:22][NH:23][C:24](=[O:30])[O:25][C:26]([CH3:29])([CH3:28])[CH3:27])=[CH:20][CH:19]=2)=[CH:3][C:2]([C:38]2[CH:39]=[C:34]([Cl:33])[C:35]([OH:50])=[C:36]([Cl:49])[CH:37]=2)=[CH:11][CH:10]=3)=[O:13])[CH2:16][CH2:15]1, predict the reactants needed to synthesize it. The reactants are: Br[C:2]1[CH:3]=[C:4]2[C:9](=[CH:10][CH:11]=1)[N:8]=[CH:7][C:6]([C:12]([CH:14]1[CH2:16][CH2:15]1)=[O:13])=[C:5]2[NH:17][C:18]1[CH:32]=[CH:31][C:21]([CH2:22][NH:23][C:24](=[O:30])[O:25][C:26]([CH3:29])([CH3:28])[CH3:27])=[CH:20][CH:19]=1.[Cl:33][C:34]1[CH:39]=[C:38](B2OC(C)(C)C(C)(C)O2)[CH:37]=[C:36]([Cl:49])[C:35]=1[OH:50]. (2) Given the product [Cl:1][C:2]1[S:6][C:5]([C:7]([NH:9][CH2:10][C:11]2[N:12]=[N:13][N:14]([C:16]3[CH:17]=[CH:18][C:19]([N:22]4[CH:27]=[CH:26][CH:25]=[C:24]([O:28][CH2:37][CH2:38][OH:39])[C:23]4=[O:29])=[CH:20][CH:21]=3)[CH:15]=2)=[O:8])=[CH:4][CH:3]=1, predict the reactants needed to synthesize it. The reactants are: [Cl:1][C:2]1[S:6][C:5]([C:7]([NH:9][CH2:10][C:11]2[N:12]=[N:13][N:14]([C:16]3[CH:21]=[CH:20][C:19]([N:22]4[CH:27]=[CH:26][CH:25]=[C:24]([OH:28])[C:23]4=[O:29])=[CH:18][CH:17]=3)[CH:15]=2)=[O:8])=[CH:4][CH:3]=1.C(=O)([O-])[O-].[Cs+].[Cs+].Br[CH2:37][CH2:38][OH:39]. (3) Given the product [CH3:1][C:2]1[C:6]([C:7]2[C:8]([O:27][CH3:28])=[CH:9][C:10]3[C:11]4[N:18]([C@@H:19]([C:21]5[CH:26]=[CH:25][CH:24]=[CH:23][CH:22]=5)[CH3:20])[N:34]=[N:17][C:12]=4[CH:13]=[N:14][C:15]=3[CH:16]=2)=[C:5]([CH3:29])[O:4][N:3]=1, predict the reactants needed to synthesize it. The reactants are: [CH3:1][C:2]1[C:6]([C:7]2[CH:16]=[C:15]3[C:10]([C:11]([NH:18][C@@H:19]([C:21]4[CH:26]=[CH:25][CH:24]=[CH:23][CH:22]=4)[CH3:20])=[C:12]([NH2:17])[CH:13]=[N:14]3)=[CH:9][C:8]=2[O:27][CH3:28])=[C:5]([CH3:29])[O:4][N:3]=1.CC(O)=O.[N:34]([O-])=O.[Na+].C(=O)([O-])O.[Na+]. (4) Given the product [CH3:29][N:30]([CH3:32])[NH:31][C:9](=[O:10])[C:8]1[CH:12]=[CH:13][C:14]([CH3:15])=[C:6]([C:4](=[O:5])[C:3]2[CH:16]=[CH:17][C:18]([NH:20][C:21]3[CH:26]=[CH:25][C:24]([F:27])=[CH:23][C:22]=3[F:28])=[CH:19][C:2]=2[Cl:1])[CH:7]=1, predict the reactants needed to synthesize it. The reactants are: [Cl:1][C:2]1[CH:19]=[C:18]([NH:20][C:21]2[CH:26]=[CH:25][C:24]([F:27])=[CH:23][C:22]=2[F:28])[CH:17]=[CH:16][C:3]=1[C:4]([C:6]1[CH:7]=[C:8]([CH:12]=[CH:13][C:14]=1[CH3:15])[C:9](O)=[O:10])=[O:5].[CH3:29][N:30]([CH3:32])[NH2:31]. (5) Given the product [C:2]([C:7]1[O:11][C:10]([CH2:12][N:13]2[CH:17]=[C:16]([NH:18][C:29](=[O:30])/[CH:28]=[CH:27]/[C:24]3[CH:25]=[CH:26][C:21]([O:20][CH3:19])=[CH:22][CH:23]=3)[CH:15]=[N:14]2)=[CH:9][CH:8]=1)(=[O:6])[CH3:1], predict the reactants needed to synthesize it. The reactants are: [CH3:1][C:2]1([C:7]2[O:11][C:10]([CH2:12][N:13]3[CH:17]=[C:16]([NH2:18])[CH:15]=[N:14]3)=[CH:9][CH:8]=2)[O:6]CCO1.[CH3:19][O:20][C:21]1[CH:26]=[CH:25][C:24](/[CH:27]=[CH:28]/[C:29](O)=[O:30])=[CH:23][CH:22]=1.